Dataset: Forward reaction prediction with 1.9M reactions from USPTO patents (1976-2016). Task: Predict the product of the given reaction. (1) Given the reactants F[C:2]1[CH:7]=[C:6]([F:8])[CH:5]=[C:4]([O:9][CH3:10])[C:3]=1[N+:11]([O-:13])=[O:12].[OH-:14].[Na+].Cl, predict the reaction product. The product is: [F:8][C:6]1[CH:5]=[C:4]([O:9][CH3:10])[C:3]([N+:11]([O-:13])=[O:12])=[C:2]([OH:14])[CH:7]=1. (2) The product is: [F:1][C:2]1[CH:7]=[CH:6][C:5]([S:8]([C:11]2[N:15]([C:16]3[C:17]([F:22])=[N:18][CH:19]=[CH:20][CH:21]=3)[N:14]=[C:13]([CH2:23][OH:24])[CH:12]=2)(=[O:9])=[O:10])=[CH:4][CH:3]=1. Given the reactants [F:1][C:2]1[CH:7]=[CH:6][C:5]([S:8]([C:11]2[N:15]([C:16]3[C:17]([F:22])=[N:18][CH:19]=[CH:20][CH:21]=3)[N:14]=[C:13]([C:23](OCC)=[O:24])[CH:12]=2)(=[O:10])=[O:9])=[CH:4][CH:3]=1.[H-].C([Al+]CC(C)C)C(C)C.Cl, predict the reaction product. (3) Given the reactants [CH3:1][O:2][C:3]1[CH:15]=[CH:14][C:6]([CH2:7][C@H:8]([CH:11]([CH3:13])[CH3:12])[CH2:9]O)=[CH:5][C:4]=1[O:16][CH2:17][CH2:18][CH2:19][O:20][CH3:21].CN(C)C=O.P(Br)(Br)([Br:29])=O.O, predict the reaction product. The product is: [CH3:1][O:2][C:3]1[CH:15]=[CH:14][C:6]([CH2:7][C@H:8]([CH:11]([CH3:13])[CH3:12])[CH2:9][Br:29])=[CH:5][C:4]=1[O:16][CH2:17][CH2:18][CH2:19][O:20][CH3:21]. (4) The product is: [F:20][C:21]1[CH:26]=[CH:25][CH:24]=[C:23]([F:27])[C:22]=1[S:28]([NH:1][C:2]1[CH:3]=[C:4]([CH:10]=[CH:11][C:12]=1[F:13])[C:5]([O:7][CH2:8][CH3:9])=[O:6])(=[O:30])=[O:29]. Given the reactants [NH2:1][C:2]1[CH:3]=[C:4]([CH:10]=[CH:11][C:12]=1[F:13])[C:5]([O:7][CH2:8][CH3:9])=[O:6].N1C=CC=CC=1.[F:20][C:21]1[CH:26]=[CH:25][CH:24]=[C:23]([F:27])[C:22]=1[S:28](Cl)(=[O:30])=[O:29], predict the reaction product. (5) The product is: [Cl:1][C:2]1[CH:7]=[CH:6][C:5]([S:8]([N:11]([CH3:18])[C:12]2[CH:13]=[CH:14][CH:15]=[CH:16][CH:17]=2)(=[O:9])=[O:10])=[CH:4][C:3]=1[N:19]1[C:28](=[O:29])[C:27]2[C:22](=[CH:23][CH:24]=[CH:25][CH:26]=2)[N:21]([CH3:31])[C:20]1=[O:30]. Given the reactants [Cl:1][C:2]1[CH:7]=[CH:6][C:5]([S:8]([N:11]([CH3:18])[C:12]2[CH:17]=[CH:16][CH:15]=[CH:14][CH:13]=2)(=[O:10])=[O:9])=[CH:4][C:3]=1[N:19]1[C:28](=[O:29])[C:27]2[C:22](=[CH:23][CH:24]=[CH:25][CH:26]=2)[NH:21][C:20]1=[O:30].[C:31](=O)([O-])[O-].[K+].[K+].CI.C(OCC)(=O)C, predict the reaction product.